Predict the reaction yield, written as a fraction of the theoretical maximum amount of product (1.0 means a 100% yield; for example, 0.34 means a 34% yield). From a dataset of Reaction yield outcomes from USPTO patents with 853,638 reactions. (1) The reactants are [C:1]([O:5][C:6](=[O:33])[CH:7]([NH:17][C:18]([C:20]1[CH:25]=[CH:24][C:23]([C:26]2[CH:31]=[CH:30][C:29]([NH2:32])=[CH:28][CH:27]=2)=[CH:22][CH:21]=1)=[O:19])[CH2:8][CH2:9][C:10]([O:12][C:13]([CH3:16])([CH3:15])[CH3:14])=[O:11])([CH3:4])([CH3:3])[CH3:2].[O:34]1[CH:38]=[CH:37][CH:36]=[C:35]1[C:39](O)=[O:40].CN([P+](ON1N=NC2C=CC=CC1=2)(N(C)C)N(C)C)C.F[P-](F)(F)(F)(F)F.CCN(C(C)C)C(C)C. The catalyst is CN(C=O)C.O. The product is [C:1]([O:5][C:6](=[O:33])[CH:7]([NH:17][C:18]([C:20]1[CH:21]=[CH:22][C:23]([C:26]2[CH:27]=[CH:28][C:29]([NH:32][C:39]([C:35]3[O:34][CH:38]=[CH:37][CH:36]=3)=[O:40])=[CH:30][CH:31]=2)=[CH:24][CH:25]=1)=[O:19])[CH2:8][CH2:9][C:10]([O:12][C:13]([CH3:16])([CH3:15])[CH3:14])=[O:11])([CH3:2])([CH3:3])[CH3:4]. The yield is 0.870. (2) The reactants are [CH3:1][O:2][C:3]1[CH:4]=[CH:5][C:6]2[NH:12][C:11](=O)[CH:10]([CH3:14])[CH2:9][NH:8][C:7]=2[N:15]=1.COC1C=CC(P2(SP(C3C=CC(OC)=CC=3)(=S)S2)=[S:25])=CC=1. The catalyst is O1CCCC1. The product is [CH3:1][O:2][C:3]1[CH:4]=[CH:5][C:6]2[NH:12][C:11](=[S:25])[CH:10]([CH3:14])[CH2:9][NH:8][C:7]=2[N:15]=1. The yield is 0.620. (3) The reactants are [CH3:1][C:2]1[CH:7]=[CH:6][CH:5]=[CH:4][C:3]=1[OH:8].[H-].[Na+].[C:11]([O:15][C:16]([N:18]1[CH2:23][CH2:22][C:21]([C:30]#[N:31])([CH2:24]OS(C)(=O)=O)[CH2:20][CH2:19]1)=[O:17])([CH3:14])([CH3:13])[CH3:12].O. The catalyst is CN(C)C=O. The product is [C:11]([O:15][C:16]([N:18]1[CH2:23][CH2:22][C:21]([C:30]#[N:31])([CH2:24][O:8][C:3]2[CH:4]=[CH:5][CH:6]=[CH:7][C:2]=2[CH3:1])[CH2:20][CH2:19]1)=[O:17])([CH3:14])([CH3:12])[CH3:13]. The yield is 1.00. (4) The reactants are [Cl-].[CH3:2][O:3][CH2:4][P+](C1C=CC=CC=1)(C1C=CC=CC=1)C1C=CC=CC=1.C[Si]([N-][Si](C)(C)C)(C)C.[K+].C1(C)C=CC=CC=1.[CH:41]([C:43]1[CH:57]=[CH:56][C:46]([O:47][C:48]2[CH:55]=[CH:54][C:51]([C:52]#[N:53])=[CH:50][N:49]=2)=[C:45]([CH3:58])[CH:44]=1)=O. The catalyst is C1COCC1. The product is [CH3:2][O:3][CH:4]=[CH:41][C:43]1[CH:57]=[CH:56][C:46]([O:47][C:48]2[CH:55]=[CH:54][C:51]([C:52]#[N:53])=[CH:50][N:49]=2)=[C:45]([CH3:58])[CH:44]=1. The yield is 0.760. (5) The reactants are [CH3:1][O:2][C:3]1[CH:9]=[CH:8][C:7]([O:10][CH3:11])=[CH:6][C:4]=1[NH2:5].C(N(CC)CC)C.[CH3:19][C:20]([O:23][C:24](O[C:24]([O:23][C:20]([CH3:22])([CH3:21])[CH3:19])=[O:25])=[O:25])([CH3:22])[CH3:21]. The catalyst is CO. The product is [CH3:1][O:2][C:3]1[CH:9]=[CH:8][C:7]([O:10][CH3:11])=[CH:6][C:4]=1[NH:5][C:24](=[O:25])[O:23][C:20]([CH3:22])([CH3:21])[CH3:19]. The yield is 0.610. (6) The catalyst is C(Cl)Cl. The yield is 0.850. The product is [CH2:14]([O:16][CH:17]=[CH:18][C:6](=[O:11])[C:7]([F:8])([F:9])[F:10])[CH3:15]. The reactants are [F:8][C:7]([F:10])([F:9])[C:6](O[C:6](=[O:11])[C:7]([F:10])([F:9])[F:8])=[O:11].[CH:14]([O:16][CH3:17])=[CH2:15].[C:18](=O)(O)[O-].[Na+]. (7) The reactants are [Br:1][C:2]1[CH:12]=[CH:11][C:5]([O:6][CH2:7][C:8]([OH:10])=O)=[C:4](Cl)[CH:3]=1.[NH2:14][C:15]1[CH:16]=[C:17]([CH:21]=[CH:22][N:23]=1)[C:18]([NH2:20])=[O:19].C1CN([P+](ON2N=NC3C=CC=CC2=3)(N2CCCC2)N2CCCC2)CC1.F[P-](F)(F)(F)(F)F.CO. The catalyst is CN(C1C=CN=CC=1)C.CN(C=O)C. The product is [Br:1][C:2]1[CH:3]=[CH:4][C:5]([O:6][CH2:7][C:8]([NH:14][C:15]2[CH:16]=[C:17]([CH:21]=[CH:22][N:23]=2)[C:18]([NH2:20])=[O:19])=[O:10])=[CH:11][CH:12]=1. The yield is 0.520.